This data is from Forward reaction prediction with 1.9M reactions from USPTO patents (1976-2016). The task is: Predict the product of the given reaction. (1) Given the reactants [Br:1][C:2]1[C:10]2[C:5](=[CH:6][C:7]([N+:22]([O-])=O)=[C:8]([CH2:11][NH:12][CH:13]3[CH2:18][CH2:17][CH2:16][N:15]([C:19]([O-:21])=[O:20])[CH2:14]3)[CH:9]=2)[N:4]([C:25]([C:38]2[CH:43]=[CH:42][CH:41]=[CH:40][CH:39]=2)([C:32]2[CH:37]=[CH:36][CH:35]=[CH:34][CH:33]=2)[C:26]2[CH:31]=[CH:30][CH:29]=[CH:28][CH:27]=2)[N:3]=1.[CH3:44]C(O)=O.[CH3:48][CH:49](O)[CH3:50], predict the reaction product. The product is: [NH2:22][C:7]1[CH:6]=[C:5]2[C:10]([C:2]([Br:1])=[N:3][N:4]2[C:25]([C:26]2[CH:31]=[CH:30][CH:29]=[CH:28][CH:27]=2)([C:32]2[CH:37]=[CH:36][CH:35]=[CH:34][CH:33]=2)[C:38]2[CH:39]=[CH:40][CH:41]=[CH:42][CH:43]=2)=[CH:9][C:8]=1[CH2:11][NH:12][C@@H:13]1[CH2:18][CH2:17][CH2:16][N:15]([C:19]([O:21][C:49]([CH3:50])([CH3:44])[CH3:48])=[O:20])[CH2:14]1. (2) Given the reactants Br[C:2]1[C:7]2[O:8][C:9]3[CH:14]=[CH:13][CH:12]=[CH:11][C:10]=3[C:6]=2[CH:5]=[CH:4][CH:3]=1.[CH3:15]C(C1C=C(C(C)C)C(C2C=CC=CC=2P(C2CCCCC2)C2CCCCC2)=C(C(C)C)C=1)C.C[Mg]Br.Cl, predict the reaction product. The product is: [CH3:15][C:2]1[C:7]2[O:8][C:9]3[CH:14]=[CH:13][CH:12]=[CH:11][C:10]=3[C:6]=2[CH:5]=[CH:4][CH:3]=1.